Dataset: CYP2D6 inhibition data for predicting drug metabolism from PubChem BioAssay. Task: Regression/Classification. Given a drug SMILES string, predict its absorption, distribution, metabolism, or excretion properties. Task type varies by dataset: regression for continuous measurements (e.g., permeability, clearance, half-life) or binary classification for categorical outcomes (e.g., BBB penetration, CYP inhibition). Dataset: cyp2d6_veith. The compound is O=C(O)CC[N+](=O)[O-]. The result is 0 (non-inhibitor).